From a dataset of Forward reaction prediction with 1.9M reactions from USPTO patents (1976-2016). Predict the product of the given reaction. (1) Given the reactants [OH:1][CH2:2][C@@H:3]1[C@@H:8]([NH:9][C:10](=[O:16])[O:11][C:12]([CH3:15])([CH3:14])[CH3:13])[CH2:7][CH2:6][O:5][CH2:4]1.[Cl:17][C:18]1[CH:19]=[N:20][N:21]([C:23]2[CH:28]=[CH:27][C:26](O)=[C:25]([F:30])[CH:24]=2)[CH:22]=1.C1CCN(C(N=NC(N2CCCCC2)=O)=O)CC1.C(P(CCCC)CCCC)CCC, predict the reaction product. The product is: [Cl:17][C:18]1[CH:19]=[N:20][N:21]([C:23]2[CH:28]=[CH:27][C:26]([O:1][CH2:2][C@@H:3]3[C@@H:8]([NH:9][C:10](=[O:16])[O:11][C:12]([CH3:13])([CH3:15])[CH3:14])[CH2:7][CH2:6][O:5][CH2:4]3)=[C:25]([F:30])[CH:24]=2)[CH:22]=1. (2) Given the reactants [CH3:1][O:2][C:3]1[CH:8]=[CH:7][C:6]([NH2:9])=[CH:5][CH:4]=1.[N:10]([O-])=O.[Na+].[CH2:14]([O:16][C:17](=[O:23])[CH2:18]C(CCl)=O)[CH3:15].C([O-])(=O)C.[Na+].[ClH:29], predict the reaction product. The product is: [Cl:29]/[C:18](=[N:10]\[NH:9][C:6]1[CH:7]=[CH:8][C:3]([O:2][CH3:1])=[CH:4][CH:5]=1)/[C:17]([O:16][CH2:14][CH3:15])=[O:23]. (3) The product is: [O:33]1[CH2:38][CH2:37][CH:36]([NH:32][CH:29]2[CH2:28][CH2:27][NH:26][CH2:31][CH2:30]2)[CH2:35][CH2:34]1. Given the reactants C(O)(=O)C.C(O[BH-](OC(=O)C)OC(=O)C)(=O)C.[Na+].C1(C[N:26]2[CH2:31][CH2:30][CH:29]([NH2:32])[CH2:28][CH2:27]2)C=CC=CC=1.[O:33]1[CH2:38][CH2:37][C:36](=O)[CH2:35][CH2:34]1, predict the reaction product. (4) Given the reactants Cl[C:2]1[CH:7]=[C:6]([N:8]2[CH2:13][CH2:12][O:11][CH2:10][CH2:9]2)[N:5]=[C:4]([N:14]([CH3:16])[CH3:15])[N:3]=1.[CH3:17][C:18]1[N:23]=[CH:22][C:21]([NH:24][C:25](=[O:36])[C:26]2[CH:31]=[CH:30][CH:29]=[C:28]([C:32]([F:35])([F:34])[F:33])[CH:27]=2)=[CH:20][C:19]=1B1OC(C)(C)C(C)(C)O1.C(Cl)Cl.C(=O)([O-])[O-].[Na+].[Na+], predict the reaction product. The product is: [CH3:15][N:14]([CH3:16])[C:4]1[N:3]=[C:2]([C:19]2[CH:20]=[C:21]([NH:24][C:25](=[O:36])[C:26]3[CH:31]=[CH:30][CH:29]=[C:28]([C:32]([F:33])([F:35])[F:34])[CH:27]=3)[CH:22]=[N:23][C:18]=2[CH3:17])[CH:7]=[C:6]([N:8]2[CH2:13][CH2:12][O:11][CH2:10][CH2:9]2)[N:5]=1. (5) Given the reactants [OH:1][CH:2]([CH2:26][CH2:27][CH2:28][CH2:29][CH2:30][CH2:31][CH2:32][CH2:33][CH2:34][CH2:35][CH2:36][C:37]([O:39][CH:40]([CH2:45][CH:46]([CH3:48])[CH3:47])[CH2:41][CH:42]([CH3:44])[CH3:43])=[O:38])[CH2:3][CH2:4][CH2:5][CH2:6][CH2:7][CH2:8][CH2:9][CH2:10][CH2:11][CH2:12][CH2:13][C:14]([O:16][CH:17]([CH2:22][CH:23]([CH3:25])[CH3:24])[CH2:18][CH:19]([CH3:21])[CH3:20])=[O:15].CCN=C=N[CH2:54][CH2:55][CH2:56][N:57]([CH3:59])[CH3:58].Cl.Cl.CN(C(CC)[C:66](O)=[O:67])C, predict the reaction product. The product is: [CH3:58][N:57]([CH3:59])[CH2:56][CH2:55][CH2:54][C:66]([O:1][CH:2]([CH2:3][CH2:4][CH2:5][CH2:6][CH2:7][CH2:8][CH2:9][CH2:10][CH2:11][CH2:12][CH2:13][C:14]([O:16][CH:17]([CH2:22][CH:23]([CH3:24])[CH3:25])[CH2:18][CH:19]([CH3:21])[CH3:20])=[O:15])[CH2:26][CH2:27][CH2:28][CH2:29][CH2:30][CH2:31][CH2:32][CH2:33][CH2:34][CH2:35][CH2:36][C:37]([O:39][CH:40]([CH2:45][CH:46]([CH3:48])[CH3:47])[CH2:41][CH:42]([CH3:44])[CH3:43])=[O:38])=[O:67]. (6) Given the reactants CN(C(ON1N=NC2C=CC=NC1=2)=[N+](C)C)C.F[P-](F)(F)(F)(F)F.[Cl:25][C:26]1[CH:27]=[CH:28][C:29]([N:32]2[CH2:37][CH2:36][CH:35]([CH2:38][CH2:39][CH2:40][O:41][C:42]3[CH:50]=[CH:49][C:45]([C:46](O)=[O:47])=[C:44]([CH3:51])[CH:43]=3)[CH2:34][CH2:33]2)=[N:30][CH:31]=1.[CH2:52]([CH2:54][NH2:55])[OH:53].CCN(C(C)C)C(C)C, predict the reaction product. The product is: [Cl:25][C:26]1[CH:27]=[CH:28][C:29]([N:32]2[CH2:33][CH2:34][CH:35]([CH2:38][CH2:39][CH2:40][O:41][C:42]3[CH:50]=[CH:49][C:45]([C:46]([NH:55][CH2:54][CH2:52][OH:53])=[O:47])=[C:44]([CH3:51])[CH:43]=3)[CH2:36][CH2:37]2)=[N:30][CH:31]=1.